From a dataset of NCI-60 drug combinations with 297,098 pairs across 59 cell lines. Regression. Given two drug SMILES strings and cell line genomic features, predict the synergy score measuring deviation from expected non-interaction effect. (1) Drug 1: C#CCC(CC1=CN=C2C(=N1)C(=NC(=N2)N)N)C3=CC=C(C=C3)C(=O)NC(CCC(=O)O)C(=O)O. Drug 2: C1C(C(OC1N2C=NC(=NC2=O)N)CO)O. Cell line: NCI-H522. Synergy scores: CSS=8.01, Synergy_ZIP=-5.95, Synergy_Bliss=-7.15, Synergy_Loewe=-6.02, Synergy_HSA=-5.93. (2) Drug 1: CC1=CC2C(CCC3(C2CCC3(C(=O)C)OC(=O)C)C)C4(C1=CC(=O)CC4)C. Drug 2: CC1C(C(CC(O1)OC2CC(OC(C2O)C)OC3=CC4=CC5=C(C(=O)C(C(C5)C(C(=O)C(C(C)O)O)OC)OC6CC(C(C(O6)C)O)OC7CC(C(C(O7)C)O)OC8CC(C(C(O8)C)O)(C)O)C(=C4C(=C3C)O)O)O)O. Cell line: OVCAR-5. Synergy scores: CSS=0.309, Synergy_ZIP=6.49, Synergy_Bliss=13.7, Synergy_Loewe=9.82, Synergy_HSA=10.1. (3) Drug 1: CC1=C2C(C(=O)C3(C(CC4C(C3C(C(C2(C)C)(CC1OC(=O)C(C(C5=CC=CC=C5)NC(=O)OC(C)(C)C)O)O)OC(=O)C6=CC=CC=C6)(CO4)OC(=O)C)O)C)O. Drug 2: C1CN1C2=NC(=NC(=N2)N3CC3)N4CC4. Cell line: HOP-92. Synergy scores: CSS=25.9, Synergy_ZIP=-3.40, Synergy_Bliss=5.44, Synergy_Loewe=2.42, Synergy_HSA=2.55. (4) Drug 1: CS(=O)(=O)C1=CC(=C(C=C1)C(=O)NC2=CC(=C(C=C2)Cl)C3=CC=CC=N3)Cl. Drug 2: COCCOC1=C(C=C2C(=C1)C(=NC=N2)NC3=CC=CC(=C3)C#C)OCCOC.Cl. Cell line: HT29. Synergy scores: CSS=5.50, Synergy_ZIP=0.533, Synergy_Bliss=6.47, Synergy_Loewe=1.51, Synergy_HSA=1.86. (5) Drug 1: C1=NC2=C(N=C(N=C2N1C3C(C(C(O3)CO)O)O)F)N. Drug 2: CN(CCCl)CCCl.Cl. Cell line: SK-MEL-5. Synergy scores: CSS=11.7, Synergy_ZIP=-7.22, Synergy_Bliss=0.585, Synergy_Loewe=-4.59, Synergy_HSA=1.85. (6) Drug 1: CCC1=CC2CC(C3=C(CN(C2)C1)C4=CC=CC=C4N3)(C5=C(C=C6C(=C5)C78CCN9C7C(C=CC9)(C(C(C8N6C)(C(=O)OC)O)OC(=O)C)CC)OC)C(=O)OC.C(C(C(=O)O)O)(C(=O)O)O. Drug 2: CC(C)CN1C=NC2=C1C3=CC=CC=C3N=C2N. Cell line: SNB-75. Synergy scores: CSS=20.4, Synergy_ZIP=0.330, Synergy_Bliss=-1.07, Synergy_Loewe=-13.4, Synergy_HSA=-1.84. (7) Drug 1: CC1=C(C=C(C=C1)NC(=O)C2=CC=C(C=C2)CN3CCN(CC3)C)NC4=NC=CC(=N4)C5=CN=CC=C5. Drug 2: C1C(C(OC1N2C=NC(=NC2=O)N)CO)O. Cell line: HCT-15. Synergy scores: CSS=11.1, Synergy_ZIP=-4.86, Synergy_Bliss=-1.86, Synergy_Loewe=1.50, Synergy_HSA=1.60. (8) Drug 1: C1CC(C1)(C(=O)O)C(=O)O.[NH2-].[NH2-].[Pt+2]. Drug 2: C1CNP(=O)(OC1)N(CCCl)CCCl. Cell line: RPMI-8226. Synergy scores: CSS=18.1, Synergy_ZIP=-7.96, Synergy_Bliss=-2.40, Synergy_Loewe=-6.51, Synergy_HSA=-1.80. (9) Drug 1: C1=CC=C(C(=C1)C(C2=CC=C(C=C2)Cl)C(Cl)Cl)Cl. Drug 2: CN1C2=C(C=C(C=C2)N(CCCl)CCCl)N=C1CCCC(=O)O.Cl. Cell line: HS 578T. Synergy scores: CSS=0.533, Synergy_ZIP=-0.0935, Synergy_Bliss=2.02, Synergy_Loewe=-2.96, Synergy_HSA=-1.12.